From a dataset of hERG potassium channel inhibition data for cardiac toxicity prediction from Karim et al.. Regression/Classification. Given a drug SMILES string, predict its toxicity properties. Task type varies by dataset: regression for continuous values (e.g., LD50, hERG inhibition percentage) or binary classification for toxic/non-toxic outcomes (e.g., AMES mutagenicity, cardiotoxicity, hepatotoxicity). Dataset: herg_karim. (1) The molecule is CC1(C)[C@@H]2CC[C@@]1(C)[C@@H](NC(=O)[C@H](CC1CCCCC1)NS(=O)(=O)N[C@@H](CCCCN)C(=O)O)C2.Cl. The result is 0 (non-blocker). (2) The molecule is C=C(F)COc1ccc(Cl)cc1[C@H]1C[C@@H]1CN. The result is 1 (blocker).